From a dataset of Full USPTO retrosynthesis dataset with 1.9M reactions from patents (1976-2016). Predict the reactants needed to synthesize the given product. (1) Given the product [OH:23][CH2:22][CH2:21][CH2:20][N:17]1[CH2:16][CH2:15][CH:14]([CH2:13][CH2:12][CH2:11][O:10][C:7]2[CH:6]=[CH:5][C:4]([C:3]([NH2:24])=[NH:2])=[CH:9][CH:8]=2)[CH2:19][CH2:18]1, predict the reactants needed to synthesize it. The reactants are: O[N:2]=[C:3]([NH2:24])[C:4]1[CH:9]=[CH:8][C:7]([O:10][CH2:11][CH2:12][CH2:13][CH:14]2[CH2:19][CH2:18][N:17]([CH2:20][CH2:21][CH2:22][OH:23])[CH2:16][CH2:15]2)=[CH:6][CH:5]=1.C(OC(=O)C)(=O)C. (2) Given the product [C:3]([N:13]1[CH2:17][CH2:16][C@H:15]([N:18]([CH:19]2[CH2:24][CH2:23][CH2:22][CH2:21][CH2:20]2)[CH2:26][C:27]([O:29][CH3:30])=[O:28])[CH2:14]1)([O:5][CH2:6][C:7]1[CH:8]=[CH:9][CH:10]=[CH:11][CH:12]=1)=[O:4], predict the reactants needed to synthesize it. The reactants are: [H-].[Na+].[C:3]([N:13]1[CH2:17][CH2:16][C@H:15]([NH:18][CH:19]2[CH2:24][CH2:23][CH2:22][CH2:21][CH2:20]2)[CH2:14]1)([O:5][CH2:6][C:7]1[CH:12]=[CH:11][CH:10]=[CH:9][CH:8]=1)=[O:4].Br[CH2:26][C:27]([O:29][CH3:30])=[O:28]. (3) Given the product [C:1]([C:5]1[N:9]=[C:8]([C@@H:10]2[C@@H:14]3[O:15][C:16]([CH3:19])([CH3:18])[O:17][C@H:13]3[C@H:12]([N:20]3[CH:28]=[N:27][C:26]4[C:21]3=[N:22][CH:23]=[N:24][C:25]=4[NH:42][C:41]3[CH:43]=[CH:44][C:45]([F:47])=[CH:46][C:40]=3[F:39])[O:11]2)[O:7][N:6]=1)([CH3:4])([CH3:3])[CH3:2], predict the reactants needed to synthesize it. The reactants are: [C:1]([C:5]1[N:9]=[C:8]([C@@H:10]2[C@@H:14]3[O:15][C:16]([CH3:19])([CH3:18])[O:17][C@H:13]3[C@H:12]([N:20]3[CH:28]=[N:27][C:26]4[C:21]3=[N:22][CH:23]=[N:24][C:25]=4ON3C4C=CC=CC=4N=N3)[O:11]2)[O:7][N:6]=1)([CH3:4])([CH3:3])[CH3:2].[F:39][C:40]1[CH:46]=[C:45]([F:47])[CH:44]=[CH:43][C:41]=1[NH2:42]. (4) Given the product [CH3:13][CH2:12][CH2:11][CH:10]([CH3:15])[CH3:9].[Cl:1][C:2]1[CH:17]=[C:16]([CH:18]([CH3:20])[CH3:19])[C:5]([C:6]([NH:8][CH2:9][CH:10]2[CH2:15][CH2:14][CH2:13][CH2:12][CH2:11]2)=[O:7])=[CH:4][N:3]=1, predict the reactants needed to synthesize it. The reactants are: [Cl:1][C:2]1[CH:17]=[CH:16][C:5]([C:6]([NH:8][CH2:9][CH:10]2[CH2:15][CH2:14][CH2:13][CH2:12][CH2:11]2)=[O:7])=[CH:4][N:3]=1.[CH:18]([Mg]Cl)([CH3:20])[CH3:19].CO.ClC1C(=O)C(C#N)=C(C#N)C(=O)C=1Cl. (5) Given the product [Cl:28][C:26]1[CH:25]=[C:24]([F:29])[C:23]([C:30]2[N:34]=[C:33]([CH3:35])[O:32][N:31]=2)=[C:22]([C:18]2[CH:17]=[C:16]3[C:21](=[CH:20][CH:19]=2)[C@@H:13]([NH:12][C:11]([C:8]2([NH2:7])[CH2:9][CH2:10]2)=[O:36])[CH2:14][CH2:15]3)[CH:27]=1, predict the reactants needed to synthesize it. The reactants are: C(OC(=O)[NH:7][C:8]1([C:11](=[O:36])[NH:12][C@@H:13]2[C:21]3[C:16](=[CH:17][C:18]([C:22]4[CH:27]=[C:26]([Cl:28])[CH:25]=[C:24]([F:29])[C:23]=4[C:30]4[N:34]=[C:33]([CH3:35])[O:32][N:31]=4)=[CH:19][CH:20]=3)[CH2:15][CH2:14]2)[CH2:10][CH2:9]1)(C)(C)C.FC(F)(F)C(O)=O. (6) Given the product [CH3:1][C:2]1[CH:11]=[C:10]([CH2:12][O:13][CH:14]2[CH2:19][CH2:18][NH:17][CH2:16][CH2:15]2)[C:9]2[C:4](=[CH:5][CH:6]=[CH:7][CH:8]=2)[N:3]=1, predict the reactants needed to synthesize it. The reactants are: [CH3:1][C:2]1[CH:11]=[C:10]([CH2:12][O:13][CH:14]2[CH2:19][CH2:18][N:17](C(OC(C)(C)C)=O)[CH2:16][CH2:15]2)[C:9]2[C:4](=[CH:5][CH:6]=[CH:7][CH:8]=2)[N:3]=1.C(O)(C(F)(F)F)=O. (7) Given the product [Cl:1][C:2]1[CH:3]=[C:4]([C:9]2[CH:13]=[C:12]([O:14][S:35]([C:38]([F:41])([F:40])[F:39])(=[O:37])=[O:36])[N:11]([C@H:15]([C:17]3[CH:27]=[CH:26][C:20]([C:21]([O:23][CH2:24][CH3:25])=[O:22])=[CH:19][CH:18]=3)[CH3:16])[N:10]=2)[CH:5]=[C:6]([Cl:8])[CH:7]=1, predict the reactants needed to synthesize it. The reactants are: [Cl:1][C:2]1[CH:3]=[C:4]([C:9]2[CH2:13][C:12](=[O:14])[N:11]([C@H:15]([C:17]3[CH:27]=[CH:26][C:20]([C:21]([O:23][CH2:24][CH3:25])=[O:22])=[CH:19][CH:18]=3)[CH3:16])[N:10]=2)[CH:5]=[C:6]([Cl:8])[CH:7]=1.C(N(CC)CC)C.[S:35](O[S:35]([C:38]([F:41])([F:40])[F:39])(=[O:37])=[O:36])([C:38]([F:41])([F:40])[F:39])(=[O:37])=[O:36].C(OCC)(=O)C. (8) Given the product [Br:1][C:2]1[C:11]2[C:6](=[CH:7][CH:8]=[CH:9][CH:10]=2)[C:5]([O:12][CH3:23])=[C:4]([C:13]([O:21][CH3:22])=[O:15])[CH:3]=1, predict the reactants needed to synthesize it. The reactants are: [Br:1][C:2]1[C:11]2[C:6](=[CH:7][CH:8]=[CH:9][CH:10]=2)[C:5]([OH:12])=[C:4]([C:13]([OH:15])=O)[CH:3]=1.S([O:21][CH3:22])(OC)(=O)=O.[C:23](=O)([O-])[O-].[K+].[K+]. (9) Given the product [Cl:1][C:2]1[S:6][C:5]([C:7]([NH:9][CH2:10][C@@H:11]2[O:24][C:25](=[O:40])[N:26]([C:27]3[CH:28]=[CH:29][C:30]([N:33]4[CH2:38][CH2:37][O:36][CH2:35][C:34]4=[O:39])=[CH:31][CH:32]=3)[CH2:12]2)=[O:8])=[CH:4][CH:3]=1, predict the reactants needed to synthesize it. The reactants are: [Cl:1][C:2]1[S:6][C:5]([C:7]([NH:9][CH2:10][C@H:11]([O:24][C:25](=[O:40])[NH:26][C:27]2[CH:32]=[CH:31][C:30]([N:33]3[CH2:38][CH2:37][O:36][CH2:35][C:34]3=[O:39])=[CH:29][CH:28]=2)[CH2:12]OS(C2C=CC(C)=CC=2)(=O)=O)=[O:8])=[CH:4][CH:3]=1.CC(C)([O-])C.[Li+].